From a dataset of Forward reaction prediction with 1.9M reactions from USPTO patents (1976-2016). Predict the product of the given reaction. (1) The product is: [NH2:22][C:18]1[NH:19][C:20](=[O:21])[C:15]2[CH:14]=[C:13]([CH2:12][CH2:11][CH2:10][C:8]3[CH:9]=[C:5]([C:3]([OH:4])=[O:2])[S:6][CH:7]=3)[NH:23][C:16]=2[N:17]=1. Given the reactants C[O:2][C:3]([C:5]1[S:6][CH:7]=[C:8]([CH2:10][CH2:11][CH2:12][C:13]2[NH:23][C:16]3[N:17]=[C:18]([NH2:22])[NH:19][C:20](=[O:21])[C:15]=3[CH:14]=2)[CH:9]=1)=[O:4].[OH-].[Na+].C(Cl)(Cl)Cl.CO, predict the reaction product. (2) Given the reactants [Cl:1][CH2:2][CH2:3][C:4](Cl)=[O:5].[CH3:7][O:8][C:9]1[CH:14]=[CH:13][CH:12]=[CH:11][C:10]=1[O:15][CH3:16].[Cl-].[Al+3].[Cl-].[Cl-], predict the reaction product. The product is: [Cl:1][CH2:2][CH2:3][C:4]([C:12]1[CH:13]=[CH:14][C:9]([O:8][CH3:7])=[C:10]([O:15][CH3:16])[CH:11]=1)=[O:5]. (3) The product is: [F:1][C:2]1[CH:3]=[CH:4][C:5]([C:8]2[O:9][C:10]3[CH:20]=[CH:19][C:18]([C:21]4[CH:22]=[C:23]([C:24](=[O:25])[NH:40][C:37]5([C:35]6[CH:36]=[N:31][CH:32]=[N:33][CH:34]=6)[CH2:39][CH2:38]5)[CH:27]=[CH:28][C:29]=4[CH3:30])=[CH:17][C:11]=3[C:12]=2[C:13]([NH:14][CH3:15])=[O:16])=[CH:6][CH:7]=1. Given the reactants [F:1][C:2]1[CH:7]=[CH:6][C:5]([C:8]2[O:9][C:10]3[CH:20]=[CH:19][C:18]([C:21]4[CH:22]=[C:23]([CH:27]=[CH:28][C:29]=4[CH3:30])[C:24](O)=[O:25])=[CH:17][C:11]=3[C:12]=2[C:13](=[O:16])[NH:14][CH3:15])=[CH:4][CH:3]=1.[N:31]1[CH:36]=[C:35]([C:37]2([NH2:40])[CH2:39][CH2:38]2)[CH:34]=[N:33][CH:32]=1.C1C=CC2N(O)N=NC=2C=1.CCN=C=NCCCN(C)C.Cl.C(N(C(C)C)CC)(C)C, predict the reaction product.